From a dataset of Peptide-MHC class II binding affinity with 134,281 pairs from IEDB. Regression. Given a peptide amino acid sequence and an MHC pseudo amino acid sequence, predict their binding affinity value. This is MHC class II binding data. (1) The peptide sequence is KKGAGGITIKKTGQA. The MHC is HLA-DPA10103-DPB10401 with pseudo-sequence HLA-DPA10103-DPB10401. The binding affinity (normalized) is 0.205. (2) The peptide sequence is KVYLAWVPAHKGIGG. The MHC is DRB1_1201 with pseudo-sequence DRB1_1201. The binding affinity (normalized) is 0.127. (3) The peptide sequence is PSGLVIPENAKEKPQ. The MHC is DRB1_1501 with pseudo-sequence DRB1_1501. The binding affinity (normalized) is 0. (4) The peptide sequence is TLTEALRVIAGTLEV. The MHC is DRB1_1501 with pseudo-sequence DRB1_1501. The binding affinity (normalized) is 0.441.